Dataset: Forward reaction prediction with 1.9M reactions from USPTO patents (1976-2016). Task: Predict the product of the given reaction. (1) Given the reactants [F:1][C:2]1[CH:3]=[N:4][CH:5]=[CH:6][C:7]=1[C:8]([F:11])([F:10])[F:9].[OH:12]O, predict the reaction product. The product is: [F:1][C:2]1[CH:3]=[N+:4]([O-:12])[CH:5]=[CH:6][C:7]=1[C:8]([F:9])([F:11])[F:10]. (2) Given the reactants P(Cl)(Cl)([Cl:3])=O.[Br:6][C:7]1[S:15][C:14]2[CH:13]=[CH:12][NH:11][C:10](=O)[C:9]=2[CH:8]=1, predict the reaction product. The product is: [Br:6][C:7]1[S:15][C:14]2[CH:13]=[CH:12][N:11]=[C:10]([Cl:3])[C:9]=2[CH:8]=1. (3) Given the reactants Cl[C:2]1[CH:7]=[C:6]([C:8]2[N:13]=[C:12]([CH3:14])[CH:11]=[C:10]([C:15]3[CH:16]=[N:17][C:18]([C:21]([F:24])([F:23])[F:22])=[CH:19][CH:20]=3)[N:9]=2)[CH:5]=[CH:4][N:3]=1.[C:25]([NH:29][S:30]([C:33]1[CH:34]=[C:35](B(O)O)[CH:36]=[CH:37][CH:38]=1)(=[O:32])=[O:31])([CH3:28])([CH3:27])[CH3:26], predict the reaction product. The product is: [C:25]([NH:29][S:30]([C:33]1[CH:34]=[CH:35][CH:36]=[C:37]([C:2]2[CH:7]=[C:6]([C:8]3[N:13]=[C:12]([CH3:14])[CH:11]=[C:10]([C:15]4[CH:16]=[N:17][C:18]([C:21]([F:24])([F:23])[F:22])=[CH:19][CH:20]=4)[N:9]=3)[CH:5]=[CH:4][N:3]=2)[CH:38]=1)(=[O:32])=[O:31])([CH3:28])([CH3:26])[CH3:27]. (4) Given the reactants Cl.C([N:9]1[CH:13]=[C:12]([C:14]2[CH:15]=[C:16]([NH:22][C:23]3[N:28]=[C:27]([NH:29][C@H:30]([C:32]4[CH:37]=[CH:36][C:35]([F:38])=[CH:34][N:33]=4)[CH3:31])[C:26]([CH3:39])=[CH:25][N:24]=3)[C:17]([O:20][CH3:21])=[N:18][CH:19]=2)[CH:11]=[N:10]1)C1C=CC=CC=1, predict the reaction product. The product is: [F:38][C:35]1[CH:36]=[CH:37][C:32]([C@@H:30]([NH:29][C:27]2[C:26]([CH3:39])=[CH:25][N:24]=[C:23]([NH:22][C:16]3[C:17]([O:20][CH3:21])=[N:18][CH:19]=[C:14]([C:12]4[CH:11]=[N:10][NH:9][CH:13]=4)[CH:15]=3)[N:28]=2)[CH3:31])=[N:33][CH:34]=1. (5) Given the reactants [C:1]([O:5][C:6]([N:8]1[CH2:13][CH2:12][CH:11]([OH:14])[CH2:10][CH2:9]1)=[O:7])([CH3:4])([CH3:3])[CH3:2].C(N(CC)CC)C.[C:22]1([S:28](Cl)(=[O:30])=[O:29])[CH:27]=[CH:26][CH:25]=[CH:24][CH:23]=1, predict the reaction product. The product is: [C:22]1([S:28]([O:14][CH:11]2[CH2:12][CH2:13][N:8]([C:6]([O:5][C:1]([CH3:4])([CH3:2])[CH3:3])=[O:7])[CH2:9][CH2:10]2)(=[O:30])=[O:29])[CH:27]=[CH:26][CH:25]=[CH:24][CH:23]=1. (6) Given the reactants C(OC([N:8]1[CH2:12][CH2:11][CH2:10][C:9]1([C:16](=[O:26])[C:17]1[CH:22]=[C:21]([F:23])[C:20]([Cl:24])=[C:19]([Cl:25])[CH:18]=1)[CH2:13][CH2:14][CH3:15])=O)(C)(C)C, predict the reaction product. The product is: [Cl:25][C:19]1[CH:18]=[C:17]([C:16]([C:9]2([CH2:13][CH2:14][CH3:15])[CH2:10][CH2:11][CH2:12][NH:8]2)=[O:26])[CH:22]=[C:21]([F:23])[C:20]=1[Cl:24]. (7) Given the reactants C(C(C(C(O)=O)O)O)(O)=[O:2].[Cl:11]C1C=CC2CCNC[C@H](C)C=2C=1.[Cl:24][C:25]1[CH:26]=[CH:27][C:28]2[CH2:34][CH2:33][NH:32][CH2:31][C@H:30]([CH3:35])[C:29]=2[CH:36]=1.C(=O)([O-])[O-].[K+].[K+].Cl.O.[Cl:45][C:46]1[CH:47]=[CH:48][C:49]2[CH2:55][CH2:54][NH:53][CH2:52][C@H:51]([CH3:56])[C:50]=2[CH:57]=1.[Cl:58]C1C=CC2CCNC[C@H](C)C=2C=1, predict the reaction product. The product is: [OH2:2].[ClH:11].[Cl:24][C:25]1[CH:26]=[CH:27][C:28]2[CH2:34][CH2:33][NH:32][CH2:31][C@H:30]([CH3:35])[C:29]=2[CH:36]=1.[Cl:45][C:46]1[CH:47]=[CH:48][C:49]2[CH2:55][CH2:54][NH:53][CH2:52][C@H:51]([CH3:56])[C:50]=2[CH:57]=1.[ClH:58]. (8) Given the reactants [O:1]=[C:2]1[NH:6][C:5]2[CH:7]=[CH:8][CH:9]=[CH:10][C:4]=2[N:3]1[CH:11]1[CH2:16][CH2:15][N:14]([C:17]([O:19][CH2:20][C@@H:21]([N:23]([CH2:31][C:32]2[CH:37]=[CH:36][CH:35]=[CH:34][CH:33]=2)[CH2:24][C:25]2[CH:30]=[CH:29][CH:28]=[CH:27][CH:26]=2)[CH3:22])=[O:18])[CH2:13][CH2:12]1.[C:38]1([S:48](Cl)(=[O:50])=[O:49])[C:47]2[C:42](=[CH:43][CH:44]=[CH:45][CH:46]=2)[CH:41]=[CH:40][CH:39]=1, predict the reaction product. The product is: [C:38]1([S:48]([N:6]2[C:5]3[CH:7]=[CH:8][CH:9]=[CH:10][C:4]=3[N:3]([CH:11]3[CH2:12][CH2:13][N:14]([C:17]([O:19][CH2:20][C@@H:21]([N:23]([CH2:24][C:25]4[CH:26]=[CH:27][CH:28]=[CH:29][CH:30]=4)[CH2:31][C:32]4[CH:37]=[CH:36][CH:35]=[CH:34][CH:33]=4)[CH3:22])=[O:18])[CH2:15][CH2:16]3)[C:2]2=[O:1])(=[O:50])=[O:49])[C:47]2[C:42](=[CH:43][CH:44]=[CH:45][CH:46]=2)[CH:41]=[CH:40][CH:39]=1. (9) Given the reactants [CH2:1]([C:3]1[C:16]2[NH:15][C:14]3[C:9](=[CH:10][CH:11]=[CH:12][CH:13]=3)[S:8][C:7]=2[CH:6]=[CH:5][CH:4]=1)[CH3:2].[I:17]I, predict the reaction product. The product is: [I-:17].[CH2:1]([C:3]1[C:16]2[C:7](=[S+:8][C:9]3[C:14]([N:15]=2)=[CH:13][CH:12]=[CH:11][CH:10]=3)[CH:6]=[CH:5][CH:4]=1)[CH3:2].